This data is from Catalyst prediction with 721,799 reactions and 888 catalyst types from USPTO. The task is: Predict which catalyst facilitates the given reaction. Reactant: [Cl:1][C:2]1[N:7]=[C:6]([Cl:8])[C:5]([Cl:9])=[C:4]([Cl:10])[C:3]=1[Cl:11].[OH:12][S:13]([C:16]([F:19])([F:18])[F:17])(=[O:15])=[O:14].N#N. Product: [O-:15][S:13]([C:16]([F:19])([F:18])[F:17])(=[O:14])=[O:12].[F:17][N+:7]1[C:2]([Cl:1])=[C:3]([Cl:11])[C:4]([Cl:10])=[C:5]([Cl:9])[C:6]=1[Cl:8]. The catalyst class is: 55.